Task: Regression. Given a peptide amino acid sequence and an MHC pseudo amino acid sequence, predict their binding affinity value. This is MHC class II binding data.. Dataset: Peptide-MHC class II binding affinity with 134,281 pairs from IEDB (1) The peptide sequence is EITGIMKDFDEPGHL. The MHC is DRB1_0301 with pseudo-sequence DRB1_0301. The binding affinity (normalized) is 0.386. (2) The peptide sequence is FIQYEELREQLSSVSAFE. The MHC is DRB1_0301 with pseudo-sequence DRB1_0301. The binding affinity (normalized) is 0.108.